From a dataset of Full USPTO retrosynthesis dataset with 1.9M reactions from patents (1976-2016). Predict the reactants needed to synthesize the given product. (1) Given the product [CH2:22]([N:10]1[C:11]2[C:16](=[CH:15][CH:14]=[C:13]([O:20][CH3:21])[CH:12]=2)[C:17]([C:18]#[N:19])=[C:9]1[C:4]1[CH:5]=[CH:6][C:7]2[O:8][C:29](=[O:30])[NH:1][C:2]=2[CH:3]=1)[CH3:23], predict the reactants needed to synthesize it. The reactants are: [NH2:1][C:2]1[CH:3]=[C:4]([C:9]2[N:10]([CH2:22][CH3:23])[C:11]3[C:16]([C:17]=2[C:18]#[N:19])=[CH:15][CH:14]=[C:13]([O:20][CH3:21])[CH:12]=3)[CH:5]=[CH:6][C:7]=1[OH:8].C1N=CN([C:29](N2C=NC=C2)=[O:30])C=1. (2) Given the product [Cl:11][C:12]1[CH:21]=[CH:20][C:19]2[C:14](=[CH:15][CH:16]=[C:17]([CH3:23])[C:18]=2[NH:22][C:8](=[O:9])[CH2:7][CH:1]2[CH2:6][CH2:5][CH2:4][CH2:3][CH2:2]2)[N:13]=1, predict the reactants needed to synthesize it. The reactants are: [CH:1]1([CH2:7][C:8](Cl)=[O:9])[CH2:6][CH2:5][CH2:4][CH2:3][CH2:2]1.[Cl:11][C:12]1[CH:21]=[CH:20][C:19]2[C:18]([NH2:22])=[C:17]([CH3:23])[CH:16]=[CH:15][C:14]=2[N:13]=1.C(N(CC)CC)C.C(=O)(O)[O-].[Na+]. (3) Given the product [CH3:1][O:2][C:3]1[CH:4]=[C:5]2[C:10](=[CH:11][CH:12]=1)[C:9]([O:13][C:14]1[CH:19]=[CH:18][C:17]([O:20][CH2:21][CH2:22][N:23]3[CH2:28][CH2:27][CH2:26][CH2:25][CH2:24]3)=[CH:16][CH:15]=1)=[C:8]([C:45]1[CH:46]=[C:47]3[C:51](=[CH:52][CH:53]=1)[C:50](=[O:54])[O:49][CH2:48]3)[CH:7]=[CH:6]2, predict the reactants needed to synthesize it. The reactants are: [CH3:1][O:2][C:3]1[CH:4]=[C:5]2[C:10](=[CH:11][CH:12]=1)[C:9]([O:13][C:14]1[CH:19]=[CH:18][C:17]([O:20][CH2:21][CH2:22][N:23]3[CH2:28][CH2:27][CH2:26][CH2:25][CH2:24]3)=[CH:16][CH:15]=1)=[C:8](OS(C(F)(F)F)(=O)=O)[CH:7]=[CH:6]2.CC1(C)C(C)(C)OB([C:45]2[CH:46]=[C:47]3[C:51](=[CH:52][CH:53]=2)[C:50](=[O:54])[O:49][CH2:48]3)O1.[F-].[Cs+]. (4) Given the product [CH:22]1[C:21]2[CH:20]([CH2:27][O:28][NH:5][CH2:1][C:2]([NH:44][C@H:45]3[CH2:68][CH2:67][C@@:66]4([CH3:69])[C@H:47]([CH2:48][CH2:49][C@@H:50]5[C@@H:65]4[CH2:64][C@H:63]([OH:70])[C@@:62]4([CH3:71])[C@H:51]5[CH2:52][CH2:53][C@@H:54]4[C@H:55]([CH3:61])[CH2:56][CH2:57][C:58]([OH:60])=[O:59])[CH2:46]3)=[O:38])[C:18]3[C:17](=[CH:16][CH:15]=[CH:14][CH:19]=3)[C:26]=2[CH:25]=[CH:24][CH:23]=1, predict the reactants needed to synthesize it. The reactants are: [CH2:1]([N:5](CCCC)CCCC)[CH2:2]CC.[CH:14]1[CH:19]=[C:18]2[CH:20]([CH2:27][O:28]C(NCC(O)=O)=O)[C:21]3[C:26]([C:17]2=[CH:16][CH:15]=1)=[CH:25][CH:24]=[CH:23][CH:22]=3.ClC(OCC(C)C)=[O:38].[NH2:44][C@H:45]1[CH2:68][CH2:67][C@@:66]2([CH3:69])[C@H:47]([CH2:48][CH2:49][C@@H:50]3[C@@H:65]2[CH2:64][C@H:63]([OH:70])[C@@:62]2([CH3:71])[C@H:51]3[CH2:52][CH2:53][C@@H:54]2[C@H:55]([CH3:61])[CH2:56][CH2:57][C:58]([OH:60])=[O:59])[CH2:46]1. (5) Given the product [CH2:28]([N:9]1[C:10]2[C:16]3[CH:17]=[CH:18][CH:19]=[CH:20][C:15]=3[S:14][C:11]=2[C:12](=[O:13])[N:7]([OH:6])[C:8]1=[O:21])[C:29]1[CH:34]=[CH:33][CH:32]=[CH:31][CH:30]=1, predict the reactants needed to synthesize it. The reactants are: COC1C=C(OC)C=CC=1C[O:6][N:7]1[C:12](=[O:13])[C:11]2[S:14][C:15]3[CH:20]=[CH:19][CH:18]=[CH:17][C:16]=3[C:10]=2[NH:9][C:8]1=[O:21].[CH2:28](Br)[C:29]1[CH:34]=[CH:33][CH:32]=[CH:31][CH:30]=1. (6) Given the product [N:4]([CH2:5][CH2:6][CH:7]1[CH2:11][CH2:10][CH2:9][N:8]1[CH3:12])=[C:1]=[S:3], predict the reactants needed to synthesize it. The reactants are: [C:1](=[S:3])=S.[NH2:4][CH2:5][CH2:6][CH:7]1[CH2:11][CH2:10][CH2:9][N:8]1[CH3:12].ClC(OCC)=O.C(=O)([O-])O.[Na+]. (7) Given the product [CH3:11][O:10][C:6](=[O:9])[C:18](=[CH2:19])[CH:1]([OH:5])[CH2:2][CH2:3][CH3:4], predict the reactants needed to synthesize it. The reactants are: [CH2:1]([OH:5])[CH2:2][CH2:3][CH3:4].[C:6]([O:10][CH3:11])(=[O:9])C=C.C1N2[CH2:18][CH2:19]N(CC2)C1. (8) Given the product [NH:18]1[C:14]2=[N:15][CH:16]=[CH:17][C:12]([NH:11][C:8]3[CH:9]=[CH:10][C:5]([NH2:2])=[CH:6][CH:7]=3)=[C:13]2[CH:20]=[CH:19]1, predict the reactants needed to synthesize it. The reactants are: Cl.[N+:2]([C:5]1[CH:10]=[CH:9][C:8]([NH:11][C:12]2[C:13]3[CH:20]=[CH:19][NH:18][C:14]=3[N:15]=[CH:16][CH:17]=2)=[CH:7][CH:6]=1)([O-])=O.[Sn]. (9) Given the product [Cl:48][C:47]1[C:42]([CH2:41][NH:40][C:17]([CH:14]2[CH2:13][CH2:12][N:11]([C:9]([O:8][CH2:1][C:2]3[CH:3]=[CH:4][CH:5]=[CH:6][CH:7]=3)=[O:10])[CH2:16][CH2:15]2)=[O:19])=[N:43][CH:44]=[CH:45][N:46]=1, predict the reactants needed to synthesize it. The reactants are: [CH2:1]([O:8][C:9]([N:11]1[CH2:16][CH2:15][CH:14]([C:17]([OH:19])=O)[CH2:13][CH2:12]1)=[O:10])[C:2]1[CH:7]=[CH:6][CH:5]=[CH:4][CH:3]=1.ClC(C1CCN(C(OCC2C=CC=CC=2)=O)CC1)=O.Cl.[NH2:40][CH2:41][C:42]1[C:47]([Cl:48])=[N:46][CH:45]=[CH:44][N:43]=1.